From a dataset of Reaction yield outcomes from USPTO patents with 853,638 reactions. Predict the reaction yield, written as a fraction of the theoretical maximum amount of product (1.0 means a 100% yield; for example, 0.34 means a 34% yield). (1) The reactants are [C:1]([N:9]1[CH2:22][CH2:21][C:20]2[C:19]3[C:18](Br)=[CH:17][CH:16]=[CH:15][C:14]=3[NH:13][C:12]=2[CH2:11][CH2:10]1)(=[O:8])[C:2]1[CH:7]=[CH:6][CH:5]=[CH:4][CH:3]=1.[F:24][C:25]1[CH:30]=[CH:29][CH:28]=[CH:27][C:26]=1B(O)O.CCOC(C)=O.CCCCCCC. The catalyst is C(COC)OC.C(=O)([O-])[O-].[Na+].[Na+].C1C=CC([P]([Pd]([P](C2C=CC=CC=2)(C2C=CC=CC=2)C2C=CC=CC=2)([P](C2C=CC=CC=2)(C2C=CC=CC=2)C2C=CC=CC=2)[P](C2C=CC=CC=2)(C2C=CC=CC=2)C2C=CC=CC=2)(C2C=CC=CC=2)C2C=CC=CC=2)=CC=1. The product is [C:1]([N:9]1[CH2:22][CH2:21][C:20]2[C:19]3[C:18]([C:26]4[CH:27]=[CH:28][CH:29]=[CH:30][C:25]=4[F:24])=[CH:17][CH:16]=[CH:15][C:14]=3[NH:13][C:12]=2[CH2:11][CH2:10]1)(=[O:8])[C:2]1[CH:7]=[CH:6][CH:5]=[CH:4][CH:3]=1. The yield is 0.430. (2) The reactants are Br[C:2]1[C:7]([N:8]([CH2:23][O:24][CH3:25])[S:9]([C:12]2[CH:17]=[CH:16][C:15]([Cl:18])=[C:14]([C:19]([F:22])([F:21])[F:20])[CH:13]=2)(=[O:11])=[O:10])=[CH:6][C:5]([Cl:26])=[CH:4][N:3]=1.C([Mg]Cl)(C)C.[C:32]([O:36][C:37](=[O:47])[NH:38][C:39]1[C:44]([CH:45]=[O:46])=[CH:43][CH:42]=[CH:41][N:40]=1)([CH3:35])([CH3:34])[CH3:33]. The catalyst is C1COCC1. The product is [C:32]([O:36][C:37](=[O:47])[NH:38][C:39]1[C:44]([CH:45]([C:2]2[C:7]([N:8]([S:9]([C:12]3[CH:17]=[CH:16][C:15]([Cl:18])=[C:14]([C:19]([F:22])([F:21])[F:20])[CH:13]=3)(=[O:11])=[O:10])[CH2:23][O:24][CH3:25])=[CH:6][C:5]([Cl:26])=[CH:4][N:3]=2)[OH:46])=[CH:43][CH:42]=[CH:41][N:40]=1)([CH3:35])([CH3:33])[CH3:34]. The yield is 0.440.